Dataset: Full USPTO retrosynthesis dataset with 1.9M reactions from patents (1976-2016). Task: Predict the reactants needed to synthesize the given product. (1) The reactants are: [H-].[Na+].[CH2:3]([OH:7])[C:4]#[C:5][CH3:6].Cl[C:9]1[CH:14]=[C:13]([O:15][CH:16]([CH3:18])[CH3:17])[N:12]=[CH:11][N:10]=1.[Cl-].[NH4+]. Given the product [CH2:3]([O:7][C:9]1[CH:14]=[C:13]([O:15][CH:16]([CH3:18])[CH3:17])[N:12]=[CH:11][N:10]=1)[C:4]#[C:5][CH3:6], predict the reactants needed to synthesize it. (2) Given the product [C@@H:10]1([N:7]2[CH:8]=[N:9][C:5]([C:3]([NH2:28])=[O:2])=[N:6]2)[O:22][C@H:21]([CH2:23][OH:24])[C@@H:16]([OH:17])[C@H:11]1[OH:12], predict the reactants needed to synthesize it. The reactants are: C[O:2][C:3]([C:5]1[N:9]=[CH:8][N:7]([C@H:10]2[O:22][C@@H:21]([CH2:23][O:24]C(=O)C)[C@H:16]([O:17]C(=O)C)[C@@H:11]2[O:12]C(=O)C)[N:6]=1)=O.[NH3:28].